The task is: Predict the product of the given reaction.. This data is from Forward reaction prediction with 1.9M reactions from USPTO patents (1976-2016). (1) Given the reactants [CH3:1][N:2]1[C:10]2[C:5](=[CH:6][CH:7]=[CH:8][CH:9]=2)[CH:4]=[C:3]1[C:11]([OH:13])=O.C(Cl)(=O)C([Cl:17])=O.CN(C=O)C, predict the reaction product. The product is: [CH3:1][N:2]1[C:10]2[C:5](=[CH:6][CH:7]=[CH:8][CH:9]=2)[CH:4]=[C:3]1[C:11]([Cl:17])=[O:13]. (2) Given the reactants [Br:1][C:2]1[C:3]([C:12]2[O:13][CH:14]=[CH:15][CH:16]=2)=[N:4][C:5]([NH2:11])=[N:6][C:7]=1S(C)=O.[CH3:17][NH2:18], predict the reaction product. The product is: [Br:1][C:2]1[C:7]([NH:18][CH3:17])=[N:6][C:5]([NH2:11])=[N:4][C:3]=1[C:12]1[O:13][CH:14]=[CH:15][CH:16]=1. (3) Given the reactants [Cl:1][C:2]1[S:6][C:5]([C:7]#[C:8][Si](C)(C)C)=[C:4]([CH2:13][CH2:14][CH2:15][CH2:16][CH2:17][CH2:18][CH2:19][CH2:20][CH2:21][CH2:22][CH2:23][CH3:24])[CH:3]=1.C(=O)([O-])[O-].[K+].[K+], predict the reaction product. The product is: [Cl:1][C:2]1[S:6][C:5]([C:7]#[CH:8])=[C:4]([CH2:13][CH2:14][CH2:15][CH2:16][CH2:17][CH2:18][CH2:19][CH2:20][CH2:21][CH2:22][CH2:23][CH3:24])[CH:3]=1. (4) Given the reactants [CH2:1]([O:3][C:4]([C:6]1[CH:7]=[C:8]([C:12]2[CH:17]=[CH:16][C:15](C)=[CH:14][CH:13]=2)[CH:9]=[CH:10][CH:11]=1)=[O:5])[CH3:2].Br[C:20]1C=C(C=CC=1)C(OCC)=O.C1(C)C=CC=CC=1B(O)O.C(=O)([O-])[O-].[Na+].[Na+].C1(P(C2C=CC=CC=2)C2C=CC=CC=2)C=CC=CC=1, predict the reaction product. The product is: [CH2:1]([O:3][C:4]([C:6]1[CH:7]=[C:8]([C:12]2[CH:13]=[CH:14][CH:15]=[CH:16][C:17]=2[CH3:20])[CH:9]=[CH:10][CH:11]=1)=[O:5])[CH3:2]. (5) Given the reactants [Cl:1][C:2]1[C:7]([S:8][C:9]2[CH:14]=[CH:13][CH:12]=[CH:11][CH:10]=2)=[C:6](N)[CH:5]=[CH:4][N:3]=1, predict the reaction product. The product is: [Cl:1][C:2]1[C:7]2[S:8][C:9]3[CH:14]=[CH:13][CH:12]=[CH:11][C:10]=3[C:6]=2[CH:5]=[CH:4][N:3]=1. (6) Given the reactants Cl[C:2]1[N:7]=[C:6]([C:8]2[CH:13]=[CH:12][CH:11]=[CH:10][CH:9]=2)[N:5]=[C:4]([C:14]2[CH:19]=[CH:18][CH:17]=[CH:16][CH:15]=2)[N:3]=1.[CH3:20][C:21]1[CH:26]=[C:25]([CH3:27])[N:24]=[C:23]([C:28]2[CH:33]=[CH:32][C:31](B3OC(C)(C)C(C)(C)O3)=[CH:30][CH:29]=2)[N:22]=1.C(=O)([O-])[O-].[K+].[K+], predict the reaction product. The product is: [CH3:27][C:25]1[CH:26]=[C:21]([CH3:20])[N:22]=[C:23]([C:28]2[CH:33]=[CH:32][C:31]([C:2]3[N:7]=[C:6]([C:8]4[CH:13]=[CH:12][CH:11]=[CH:10][CH:9]=4)[N:5]=[C:4]([C:14]4[CH:19]=[CH:18][CH:17]=[CH:16][CH:15]=4)[N:3]=3)=[CH:30][CH:29]=2)[N:24]=1.